From a dataset of TCR-epitope binding with 47,182 pairs between 192 epitopes and 23,139 TCRs. Binary Classification. Given a T-cell receptor sequence (or CDR3 region) and an epitope sequence, predict whether binding occurs between them. The epitope is PROT_97E67BCC. The TCR CDR3 sequence is CASSLRTSGGDEQYF. Result: 1 (the TCR binds to the epitope).